The task is: Predict the reaction yield, written as a fraction of the theoretical maximum amount of product (1.0 means a 100% yield; for example, 0.34 means a 34% yield).. This data is from Reaction yield outcomes from USPTO patents with 853,638 reactions. (1) The reactants are Cl.[NH2:2][CH2:3][CH:4]1[O:8][B:7]([OH:9])[C:6]2[C:10]([O:14][CH2:15][CH3:16])=[CH:11][CH:12]=[CH:13][C:5]1=2.C(N(CC)CC)C.[C:24](O[C:24]([O:26][C:27]([CH3:30])([CH3:29])[CH3:28])=[O:25])([O:26][C:27]([CH3:30])([CH3:29])[CH3:28])=[O:25]. The catalyst is ClCCl. The product is [CH2:15]([O:14][C:10]1[C:6]2[B:7]([OH:9])[O:8][CH:4]([CH2:3][NH:2][C:24](=[O:25])[O:26][C:27]([CH3:30])([CH3:29])[CH3:28])[C:5]=2[CH:13]=[CH:12][CH:11]=1)[CH3:16]. The yield is 0.846. (2) The reactants are [CH2:1]([CH:3]1[C:11]2[C:6](=[CH:7][CH:8]=[C:9]([N:12](C(OC(C)(C)C)=O)[NH:13]C(OC(C)(C)C)=O)[CH:10]=2)[CH2:5][CH2:4]1)[CH3:2].C(O[C:31](=[O:36])[CH2:32][C:33](=O)[CH3:34])C.Cl. The catalyst is C(O)C.O. The product is [CH2:1]([CH:3]1[C:11]2[C:6](=[CH:7][CH:8]=[C:9]([N:12]3[C:31](=[O:36])[CH2:32][C:33]([CH3:34])=[N:13]3)[CH:10]=2)[CH2:5][CH2:4]1)[CH3:2]. The yield is 0.398. (3) The reactants are O[C:2]1[C:7]([C:8]2[CH:16]=[CH:15][C:14]([N+:17]([O-:19])=[O:18])=[CH:13][C:9]=2[C:10]([OH:12])=[O:11])=[CH:6][CH:5]=[CH:4][N:3]=1.C(N(CC)C(C)C)(C)C.F[P-](F)(F)(F)(F)F.N1(OC(N(C)C)=[N+](C)C)C2N=CC=CC=2N=N1.C(OCC)(=O)C. The catalyst is CN(C)C=O. The product is [N+:17]([C:14]1[CH:15]=[CH:16][C:8]2[C:7]3[C:2](=[N:3][CH:4]=[CH:5][CH:6]=3)[O:11][C:10](=[O:12])[C:9]=2[CH:13]=1)([O-:19])=[O:18]. The yield is 0.710. (4) The reactants are [CH:1]([N:14]1[C:22]2[C:17](=[CH:18][C:19]([Cl:23])=[CH:20][CH:21]=2)[C:16]([CH2:24][CH2:25][O:26][C:27]2[CH:35]=[CH:34][C:30]([C:31]([OH:33])=[O:32])=[CH:29][CH:28]=2)=[C:15]1[CH2:36][CH2:37][NH:38]S(CC1C=CC=CC=1)(=O)=O)([C:8]1[CH:13]=[CH:12][CH:11]=[CH:10][CH:9]=1)[C:2]1[CH:7]=[CH:6][CH:5]=[CH:4][CH:3]=1.[F:49][C:50]([F:56])([F:55])[S:51](Cl)(=[O:53])=[O:52]. No catalyst specified. The product is [CH:1]([N:14]1[C:22]2[C:17](=[CH:18][C:19]([Cl:23])=[CH:20][CH:21]=2)[C:16]([CH2:24][CH2:25][O:26][C:27]2[CH:35]=[CH:34][C:30]([C:31]([OH:33])=[O:32])=[CH:29][CH:28]=2)=[C:15]1[CH2:36][CH2:37][NH:38][S:51]([C:50]([F:56])([F:55])[F:49])(=[O:53])=[O:52])([C:2]1[CH:3]=[CH:4][CH:5]=[CH:6][CH:7]=1)[C:8]1[CH:9]=[CH:10][CH:11]=[CH:12][CH:13]=1. The yield is 0.490. (5) No catalyst specified. The product is [Br:1][C:2]1[N:7]=[C:6]([C:8]([NH2:18])=[O:9])[C:5]([NH:12][CH:13]2[CH2:16][O:15][CH2:14]2)=[CH:4][C:3]=1[F:17]. The reactants are [Br:1][C:2]1[N:7]=[C:6]([C:8](OC)=[O:9])[C:5]([NH:12][CH:13]2[CH2:16][O:15][CH2:14]2)=[CH:4][C:3]=1[F:17].[NH3:18]. The yield is 0.950. (6) The reactants are [Br:1][C:2]1[C:3]([C:7]2[C:8]([F:28])=[C:9]([N:13]([CH2:25][O:26][CH3:27])[S:14]([C:17]3[CH:22]=[C:21]([F:23])[CH:20]=[CH:19][C:18]=3[F:24])(=[O:16])=[O:15])[CH:10]=[CH:11][CH:12]=2)=[N:4][NH:5][CH:6]=1.[H-].[Na+].Br[CH2:32][CH2:33][O:34][CH:35]1[CH2:40][CH2:39][CH2:38][CH2:37][O:36]1. The catalyst is CN(C=O)C.CCOC(C)=O. The product is [Br:1][C:2]1[C:3]([C:7]2[C:8]([F:28])=[C:9]([N:13]([CH2:25][O:26][CH3:27])[S:14]([C:17]3[CH:22]=[C:21]([F:23])[CH:20]=[CH:19][C:18]=3[F:24])(=[O:16])=[O:15])[CH:10]=[CH:11][CH:12]=2)=[N:4][N:5]([CH2:32][CH2:33][O:34][CH:35]2[CH2:40][CH2:39][CH2:38][CH2:37][O:36]2)[CH:6]=1. The yield is 0.550.